Dataset: Full USPTO retrosynthesis dataset with 1.9M reactions from patents (1976-2016). Task: Predict the reactants needed to synthesize the given product. (1) The reactants are: [CH3:1][C@:2]12[C:10]([C:11]3([CH2:14]/[CH:15]=[CH:16]\[C:17]([OH:20])([CH3:19])[CH3:18])[CH2:13][CH2:12]3)=[CH:9][CH2:8][C@H:7]1[C@@H:6]([OH:21])[CH2:5][CH2:4][CH2:3]2. Given the product [CH3:1][C@:2]12[C:10]([C:11]3([CH2:14][CH2:15][CH2:16][C:17]([OH:20])([CH3:18])[CH3:19])[CH2:12][CH2:13]3)=[CH:9][CH2:8][C@H:7]1[C@@H:6]([OH:21])[CH2:5][CH2:4][CH2:3]2, predict the reactants needed to synthesize it. (2) Given the product [C:9]1([CH2:13][CH2:14][OH:15])[CH:10]=[CH:11][CH:12]=[C:7]([CH2:17][CH2:18][OH:19])[CH:8]=1, predict the reactants needed to synthesize it. The reactants are: [H-].[Al+3].[Li+].[H-].[H-].[H-].[C:7]1([CH2:17][C:18](O)=[O:19])[CH:12]=[CH:11][CH:10]=[C:9]([CH2:13][C:14](O)=[O:15])[CH:8]=1. (3) Given the product [CH3:1][CH:2]([CH3:17])[CH2:3][C@H:4]([NH:12][S:13]([CH3:16])(=[O:15])=[O:14])[C:5]([OH:7])=[O:6], predict the reactants needed to synthesize it. The reactants are: [CH3:1][CH:2]([CH3:17])[CH2:3][C@H:4]([NH:12][S:13]([CH3:16])(=[O:15])=[O:14])[C:5]([O:7]C(C)(C)C)=[O:6]. (4) Given the product [CH2:35]([O:36][C:14]1[CH:15]=[CH:16][C:22]([NH:21][C:20]2[C:15]3[CH:14]=[C:13]([C:10]4[CH:9]=[CH:8][C:7]([CH2:6][NH:5][C:3](=[O:4])[CH2:2][Cl:1])=[CH:12][CH:11]=4)[NH:30][C:16]=3[N:17]=[CH:18][N:19]=2)=[CH:23][CH:13]=1)[C:7]1[CH:12]=[CH:11][CH:10]=[CH:9][CH:8]=1, predict the reactants needed to synthesize it. The reactants are: [Cl:1][CH2:2][C:3]([NH:5][CH2:6][C:7]1[CH:12]=[CH:11][C:10]([C:13]2[NH:30][C:16]3[N:17]=[CH:18][N:19]=[C:20]([NH:21][C@@H:22](C4C=CC=CC=4)[CH3:23])[C:15]=3[CH:14]=2)=[CH:9][CH:8]=1)=[O:4].N.ClCCl.[CH3:35][OH:36]. (5) Given the product [Br:1][C:2]1[C:3](=[O:17])[NH:4][C:5](=[O:16])[N:6]([CH2:8][CH2:9][C:10]2[CH:15]=[CH:14][CH:13]=[C:12]([O:27][CH3:23])[CH:11]=2)[N:7]=1, predict the reactants needed to synthesize it. The reactants are: [Br:1][C:2]1[C:3](=[O:17])[NH:4][C:5](=[O:16])[N:6]([CH2:8][CH2:9][C:10]2[CH:15]=[CH:14][CH:13]=[CH:12][CH:11]=2)[N:7]=1.ICCC1C=CC=[C:23]([O:27]C)C=1.C(I)CC1C=CC=CC=1. (6) Given the product [CH3:15][C:16]1[NH:17][C:18]2[C:23]([C:24]=1[CH2:32][C:31]1[CH:34]=[CH:35][C:28]([N+:25]([O-:27])=[O:26])=[CH:29][CH:30]=1)=[CH:22][CH:21]=[CH:20][CH:19]=2, predict the reactants needed to synthesize it. The reactants are: FC(F)(F)C(O)=O.C([SiH](CC)CC)C.[CH3:15][C:16]1[NH:17][C:18]2[C:23]([CH:24]=1)=[CH:22][CH:21]=[CH:20][CH:19]=2.[N+:25]([C:28]1[CH:35]=[CH:34][C:31]([CH:32]=O)=[CH:30][CH:29]=1)([O-:27])=[O:26].[OH-].[Na+].[Cl-].[Na+]. (7) Given the product [CH3:11][O:12][C:13]1[CH:14]=[C:15]([C@H:16]([NH:17][C@H:24]([C:29]2[CH:34]=[CH:33][CH:32]=[CH:31][CH:30]=2)[C:25]([NH:27][CH3:28])=[O:26])[CH2:8][CH2:7][C:1]2[CH:6]=[CH:5][CH:4]=[CH:3][CH:2]=2)[CH:18]=[CH:19][C:20]=1[O:21][CH3:22], predict the reactants needed to synthesize it. The reactants are: [C:1]1([CH2:7][CH2:8][Mg]Cl)[CH:6]=[CH:5][CH:4]=[CH:3][CH:2]=1.[CH3:11][O:12][C:13]1[CH:14]=[C:15]([CH:18]=[CH:19][C:20]=1[O:21][CH3:22])[C:16]#[N:17].N[C@H:24]([C:29]1[CH:34]=[CH:33][CH:32]=[CH:31][CH:30]=1)[C:25]([NH:27][CH3:28])=[O:26].[BH4-].[Na+].[Cl-].[NH4+]. (8) Given the product [N:8]([CH2:7][CH2:6][C:5]([O:4][CH2:2][CH3:3])=[O:9])=[C:11]=[O:13], predict the reactants needed to synthesize it. The reactants are: Cl.[CH2:2]([O:4][C:5](=[O:9])[CH2:6][CH2:7][NH2:8])[CH3:3].Cl[C:11](Cl)([O:13]C(=O)OC(Cl)(Cl)Cl)Cl. (9) Given the product [CH3:1][O:2][C:3](=[O:24])[CH2:4][C:5]1[C:9]2[CH:10]=[CH:11][C:12]([O:14][CH2:15][C:16]3[CH:21]=[CH:20][C:19]([Cl:22])=[CH:18][C:17]=3[Cl:23])=[CH:13][C:8]=2[O:7][CH:6]=1, predict the reactants needed to synthesize it. The reactants are: [CH3:1][O:2][C:3](=[O:24])[CH2:4][C@H:5]1[C:9]2[CH:10]=[CH:11][C:12]([O:14][CH2:15][C:16]3[CH:21]=[CH:20][C:19]([Cl:22])=[CH:18][C:17]=3[Cl:23])=[CH:13][C:8]=2[O:7][CH2:6]1.C(C1C(=O)C(Cl)=C(Cl)C(=O)C=1C#N)#N.